Dataset: Catalyst prediction with 721,799 reactions and 888 catalyst types from USPTO. Task: Predict which catalyst facilitates the given reaction. (1) Product: [C:20]([C:18]1[CH:19]=[C:14]([C:13]#[C:12][C:10]2[CH:9]=[CH:8][C:7]([F:22])=[C:6]([CH:11]=2)[C:5]([OH:23])=[O:4])[CH:15]=[N:16][CH:17]=1)#[N:21]. Reactant: [OH-].[Li+].C[O:4][C:5](=[O:23])[C:6]1[CH:11]=[C:10]([C:12]#[C:13][C:14]2[CH:15]=[N:16][CH:17]=[C:18]([C:20]#[N:21])[CH:19]=2)[CH:9]=[CH:8][C:7]=1[F:22].O1CCCC1. The catalyst class is: 280. (2) Reactant: [CH3:1][O:2][C:3]([C:5]1[S:6][C:7]([C:16]([OH:18])=O)=[CH:8][C:9]=1[C:10]1[CH:15]=[CH:14][CH:13]=[CH:12][CH:11]=1)=[O:4].C(N(CC)CC)C.CN(C(ON1N=NC2C=CC=CC1=2)=[N+](C)C)C.F[P-](F)(F)(F)(F)F.C1C=CC2N(O)N=NC=2C=1.[C:60]([Si:64]([CH3:75])([CH3:74])[O:65][C:66]1[CH:67]=[C:68]([CH:71]=[CH:72][CH:73]=1)[CH2:69][NH2:70])([CH3:63])([CH3:62])[CH3:61]. The catalyst class is: 3. Product: [CH3:1][O:2][C:3]([C:5]1[S:6][C:7]([C:16](=[O:18])[NH:70][CH2:69][C:68]2[CH:71]=[CH:72][CH:73]=[C:66]([O:65][Si:64]([C:60]([CH3:63])([CH3:62])[CH3:61])([CH3:74])[CH3:75])[CH:67]=2)=[CH:8][C:9]=1[C:10]1[CH:11]=[CH:12][CH:13]=[CH:14][CH:15]=1)=[O:4]. (3) Reactant: [C:1]1([C:7]([C:25]2[CH:30]=[CH:29][CH:28]=[CH:27][CH:26]=2)=[CH:8][CH2:9][N:10]2[CH2:15][CH2:14][N:13]([C:16]3[CH:21]=[CH:20][C:19]([C:22](=[NH:24])[NH2:23])=[CH:18][CH:17]=3)[CH2:12][CH2:11]2)[CH:6]=[CH:5][CH:4]=[CH:3][CH:2]=1.C(N(C(C)C)CC)(C)C.[Cl:40][C:41]1[CH:46]=[CH:45][C:44]([S:47](Cl)(=[O:49])=[O:48])=[CH:43][C:42]=1[N+:51]([O-:53])=[O:52]. Product: [Cl:40][C:41]1[CH:46]=[CH:45][C:44]([S:47]([NH:24][C:22]([C:19]2[CH:20]=[CH:21][C:16]([N:13]3[CH2:14][CH2:15][N:10]([CH2:9][CH:8]=[C:7]([C:1]4[CH:2]=[CH:3][CH:4]=[CH:5][CH:6]=4)[C:25]4[CH:30]=[CH:29][CH:28]=[CH:27][CH:26]=4)[CH2:11][CH2:12]3)=[CH:17][CH:18]=2)=[NH:23])(=[O:49])=[O:48])=[CH:43][C:42]=1[N+:51]([O-:53])=[O:52]. The catalyst class is: 4. (4) Reactant: [Cl:1][C:2]1[CH:3]=[C:4]([S:9]([N:12]([CH2:22][C:23]([OH:25])=[O:24])[C:13]2[CH:14]=[C:15]3[C:19](=[CH:20][CH:21]=2)[NH:18][CH2:17][CH2:16]3)(=[O:11])=[O:10])[CH:5]=[C:6]([Cl:8])[CH:7]=1.[C:26](OC(=O)C)(=[O:28])[CH3:27]. Product: [C:26]([N:18]1[C:19]2[C:15](=[CH:14][C:13]([N:12]([CH2:22][C:23]([OH:25])=[O:24])[S:9]([C:4]3[CH:5]=[C:6]([Cl:8])[CH:7]=[C:2]([Cl:1])[CH:3]=3)(=[O:10])=[O:11])=[CH:21][CH:20]=2)[CH2:16][CH2:17]1)(=[O:28])[CH3:27]. The catalyst class is: 4.